Dataset: Catalyst prediction with 721,799 reactions and 888 catalyst types from USPTO. Task: Predict which catalyst facilitates the given reaction. (1) Reactant: Cl.O1CCOCC1.[CH3:8][O:9][C:10](=[O:35])/[CH:11]=[CH:12]/[C:13]1[CH:14]=[C:15]2[C:31](=[CH:32][CH:33]=1)[O:30][C:18]1([CH2:22][CH2:21][N:20](C(OC(C)(C)C)=O)[CH2:19]1)[CH2:17][C:16]2=[O:34]. Product: [CH3:8][O:9][C:10](=[O:35])/[CH:11]=[CH:12]/[C:13]1[CH:14]=[C:15]2[C:31](=[CH:32][CH:33]=1)[O:30][C:18]1([CH2:22][CH2:21][NH:20][CH2:19]1)[CH2:17][C:16]2=[O:34]. The catalyst class is: 2. (2) Reactant: [OH-].[Li+].[O:3]=[C:4]([NH:10][C:11]1[CH:15]=[C:14]([C:16]2[CH:21]=[CH:20][C:19]([CH3:22])=[CH:18][CH:17]=2)[N:13]([CH:23]2[CH2:28][CH2:27][CH2:26][CH2:25][O:24]2)[N:12]=1)[C:5]([O:7]CC)=[O:6]. Product: [O:3]=[C:4]([NH:10][C:11]1[CH:15]=[C:14]([C:16]2[CH:17]=[CH:18][C:19]([CH3:22])=[CH:20][CH:21]=2)[N:13]([CH:23]2[CH2:28][CH2:27][CH2:26][CH2:25][O:24]2)[N:12]=1)[C:5]([OH:7])=[O:6]. The catalyst class is: 20. (3) Reactant: Cl[C:2]1[N:7]=[C:6]([NH:8][CH3:9])[CH:5]=[C:4]([CH2:10][O:11][CH2:12][C:13]([F:16])([F:15])[F:14])[N:3]=1.[CH3:17][C:18]1[N:19]=[CH:20][N:21]([C:23]2[CH:29]=[CH:28][C:26]([NH2:27])=[CH:25][CH:24]=2)[CH:22]=1.C(=O)([O-])[O-].[Cs+].[Cs+].C1(P(C2CCCCC2)C2C=CC=CC=2C2C=CC=CC=2)CCCCC1. Product: [CH3:9][NH:8][C:6]1[CH:5]=[C:4]([CH2:10][O:11][CH2:12][C:13]([F:16])([F:15])[F:14])[N:3]=[C:2]([NH:27][C:26]2[CH:25]=[CH:24][C:23]([N:21]3[CH:22]=[C:18]([CH3:17])[N:19]=[CH:20]3)=[CH:29][CH:28]=2)[N:7]=1. The catalyst class is: 160. (4) Reactant: [OH:1][C:2]1[C:9]([CH3:10])=[C:8]([O:11][CH2:12][CH2:13][CH3:14])[CH:7]=[CH:6][C:3]=1[CH:4]=[O:5].C([O-])([O-])=O.[K+].[K+].[I-].[K+].Cl.Cl[CH2:25][CH2:26][N:27]([CH3:29])[CH3:28]. Product: [CH3:28][N:27]([CH3:29])[CH2:26][CH2:25][O:1][C:2]1[C:9]([CH3:10])=[C:8]([O:11][CH2:12][CH2:13][CH3:14])[CH:7]=[CH:6][C:3]=1[CH:4]=[O:5]. The catalyst class is: 18. (5) Reactant: [NH2:1][C:2](=[N:51][O:52][C:53](=[O:70])[C@@H:54]([NH:62]C(OC(C)(C)C)=O)[CH2:55][C:56]1[CH:61]=[CH:60][CH:59]=[CH:58][CH:57]=1)[C:3]1[CH:50]=[CH:49][C:6]([O:7][CH2:8][CH2:9][CH2:10][CH:11]2[CH2:16][CH2:15][N:14]([CH2:17][CH2:18][CH2:19][O:20][C:21]3[CH:48]=[CH:47][C:24]([C:25]([NH2:46])=[N:26][O:27][C:28](=[O:45])[C@@H:29]([NH:37]C(OC(C)(C)C)=O)[CH2:30][C:31]4[CH:36]=[CH:35][CH:34]=[CH:33][CH:32]=4)=[CH:23][CH:22]=3)[CH2:13][CH2:12]2)=[CH:5][CH:4]=1.[ClH:71].C(O)C. Product: [ClH:71].[NH2:1][C:2](=[N:51][O:52][C:53](=[O:70])[C@@H:54]([NH2:62])[CH2:55][C:56]1[CH:57]=[CH:58][CH:59]=[CH:60][CH:61]=1)[C:3]1[CH:50]=[CH:49][C:6]([O:7][CH2:8][CH2:9][CH2:10][CH:11]2[CH2:12][CH2:13][N:14]([CH2:17][CH2:18][CH2:19][O:20][C:21]3[CH:48]=[CH:47][C:24]([C:25]([NH2:46])=[N:26][O:27][C:28](=[O:45])[C@@H:29]([NH2:37])[CH2:30][C:31]4[CH:36]=[CH:35][CH:34]=[CH:33][CH:32]=4)=[CH:23][CH:22]=3)[CH2:15][CH2:16]2)=[CH:5][CH:4]=1. The catalyst class is: 8. (6) Reactant: F[B-](F)(F)F.[CH3:6][O+:7]([CH3:9])C.C(N(CC)C(C)C)(C)C.[C:19]([C:21]1[N:26]=[CH:25][C:24]([CH:27]([C:42]2C(=O)[CH2:46][CH2:45][CH2:44][C:43]=2[OH:49])[NH:28][C:29]([NH:31][C:32]2[CH:37]=[CH:36][CH:35]=[C:34]([C:38]([F:41])([F:40])[F:39])[CH:33]=2)=[O:30])=[CH:23][CH:22]=1)#[N:20]. Product: [C:19]([C:21]1[N:26]=[CH:25][C:24]([CH:27]([C:42]2[C:43](=[O:49])[CH2:44][CH2:45][CH2:46][C:6]=2[O:7][CH3:9])[NH:28][C:29]([NH:31][C:32]2[CH:37]=[CH:36][CH:35]=[C:34]([C:38]([F:41])([F:39])[F:40])[CH:33]=2)=[O:30])=[CH:23][CH:22]=1)#[N:20]. The catalyst class is: 4. (7) Reactant: C([O:4][CH2:5][CH2:6][C:7]1[CH:8]=[CH:9][CH:10]=[C:11]2[C:15]=1[NH:14][CH:13]=[C:12]2[C:16](=[O:34])[CH:17]([C:27]1[CH:32]=[CH:31][C:30]([F:33])=[CH:29][CH:28]=1)[NH:18][C:19]1[CH:20]=[N:21][CH:22]=[C:23]([O:25][CH3:26])[CH:24]=1)(=O)C.C(=O)([O-])[O-].[K+].[K+]. Product: [F:33][C:30]1[CH:31]=[CH:32][C:27]([CH:17]([NH:18][C:19]2[CH:20]=[N:21][CH:22]=[C:23]([O:25][CH3:26])[CH:24]=2)[C:16]([C:12]2[C:11]3[C:15](=[C:7]([CH2:6][CH2:5][OH:4])[CH:8]=[CH:9][CH:10]=3)[NH:14][CH:13]=2)=[O:34])=[CH:28][CH:29]=1. The catalyst class is: 36.